This data is from Forward reaction prediction with 1.9M reactions from USPTO patents (1976-2016). The task is: Predict the product of the given reaction. (1) Given the reactants [O:1]1[C:9]2[C:4](=[N:5][CH:6]=[CH:7][CH:8]=2)[NH:3][C:2]1=[O:10].[Br:11]N1C(=O)CCC1=O, predict the reaction product. The product is: [Br:11][C:7]1[CH:8]=[C:9]2[O:1][C:2](=[O:10])[NH:3][C:4]2=[N:5][CH:6]=1. (2) Given the reactants [CH3:1][O:2][C:3]1[CH:4]=[C:5]2[C:9](=[CH:10][CH:11]=1)[NH:8][C:7]([C:12]([OH:14])=O)=[CH:6]2.O.ON1C2C=CC=CC=2N=N1.Cl.CN(C)CCCN=C=NCC.[NH2:38][C:39]1[CH:44]=[CH:43][C:42]([C:45]2[CH:50]=[CH:49][C:48]([C:51](=[O:61])[CH2:52][C:53]([CH3:60])([CH3:59])[C:54]([O:56]CC)=[O:55])=[CH:47][CH:46]=2)=[CH:41][CH:40]=1, predict the reaction product. The product is: [CH3:1][O:2][C:3]1[CH:4]=[C:5]2[C:9](=[CH:10][CH:11]=1)[NH:8][C:7]([C:12]([NH:38][C:39]1[CH:40]=[CH:41][C:42]([C:45]3[CH:50]=[CH:49][C:48]([C:51](=[O:61])[CH2:52][C:53]([CH3:59])([CH3:60])[C:54]([OH:56])=[O:55])=[CH:47][CH:46]=3)=[CH:43][CH:44]=1)=[O:14])=[CH:6]2. (3) Given the reactants [OH:1][C:2]1[CH:11]=[CH:10][C:5]([C:6]([O:8]C)=O)=[CH:4][CH:3]=1.I[CH2:13][CH:14]([CH3:16])[CH3:15].Cl.Cl.C([NH:29][CH2:30][CH2:31][CH2:32][CH2:33][NH2:34])(OCC1C=CC=CC=1)=O.C1CCC(N=C=NC2CCCCC2)CC1.C1C=CC2N(O)N=NC=2C=1, predict the reaction product. The product is: [NH2:29][CH2:30][CH2:31][CH2:32][CH2:33][NH:34][C:6](=[O:8])[C:5]1[CH:4]=[CH:3][C:2]([O:1][CH2:13][CH:14]([CH3:16])[CH3:15])=[CH:11][CH:10]=1. (4) Given the reactants [CH3:1][N:2]1[C:10]([CH2:11][CH2:12][CH2:13][C:14]([OH:16])=[O:15])=[N:9][C:8]2[CH:7]=[C:6]([N:17]([CH2:21][CH2:22][Cl:23])[CH2:18][CH2:19][Cl:20])[CH:5]=[CH:4][C:3]1=2.Cl.[CH2:25](O)[CH2:26][CH2:27][CH3:28].C1(N=C=NC2CCCCC2)CCCCC1, predict the reaction product. The product is: [CH2:25]([O:15][C:14](=[O:16])[CH2:13][CH2:12][CH2:11][C:10]1[N:2]([CH3:1])[C:3]2[CH:4]=[CH:5][C:6]([N:17]([CH2:18][CH2:19][Cl:20])[CH2:21][CH2:22][Cl:23])=[CH:7][C:8]=2[N:9]=1)[CH2:26][CH2:27][CH3:28]. (5) The product is: [CH3:11][O:10][C:7]1[C:6]2[CH:12]=[C:2]([C:17]#[C:16][CH2:15][CH2:14][N:18]3[CH2:22][CH2:21][O:20][C:19]3=[O:23])[CH:3]=[C:4]([CH3:13])[C:5]=2[O:9][N:8]=1. Given the reactants I[C:2]1[CH:3]=[C:4]([CH3:13])[C:5]2[O:9][N:8]=[C:7]([O:10][CH3:11])[C:6]=2[CH:12]=1.[CH2:14]([N:18]1[CH2:22][CH2:21][O:20][C:19]1=[O:23])[CH2:15][C:16]#[CH:17].C(N(CC)CC)C.O, predict the reaction product. (6) Given the reactants [Cl:1][C:2]1[CH:7]=[CH:6][C:5]([C:8]2[S:9][C:10]([CH2:14][O:15][CH:16]3[CH2:21][CH2:20][CH2:19][NH:18][CH2:17]3)=[C:11]([CH3:13])[N:12]=2)=[CH:4][CH:3]=1.F[C:23]1[CH:30]=[CH:29][CH:28]=[CH:27][C:24]=1[CH:25]=[O:26].C(=O)([O-])[O-].[Cs+].[Cs+].O, predict the reaction product. The product is: [Cl:1][C:2]1[CH:7]=[CH:6][C:5]([C:8]2[S:9][C:10]([CH2:14][O:15][CH:16]3[CH2:21][CH2:20][CH2:19][N:18]([C:23]4[CH:30]=[CH:29][CH:28]=[CH:27][C:24]=4[CH:25]=[O:26])[CH2:17]3)=[C:11]([CH3:13])[N:12]=2)=[CH:4][CH:3]=1. (7) Given the reactants [NH2:1][CH:2]([PH:6](=[O:8])[OH:7])[CH:3]([CH3:5])[CH3:4].[C:9]1([CH2:15][CH2:16][C:17](Cl)=[O:18])[CH:14]=[CH:13][CH:12]=[CH:11][CH:10]=1.Cl.[Cl-].[Na+], predict the reaction product. The product is: [CH3:4][CH:3]([CH3:5])[CH:2]([PH:6](=[O:7])[OH:8])[NH:1][C:17](=[O:18])[CH2:16][CH2:15][C:9]1[CH:14]=[CH:13][CH:12]=[CH:11][CH:10]=1. (8) Given the reactants [C:1](=[O:12])(OC(Cl)(Cl)Cl)OC(Cl)(Cl)Cl.[NH2:13][C:14]1[CH:15]=[C:16]([CH:33]=[CH:34][C:35]=1[F:36])[O:17][C:18]1[N:23]=[C:22]2[S:24][C:25]([NH:27][C:28]([CH:30]3[CH2:32][CH2:31]3)=[O:29])=[N:26][C:21]2=[CH:20][CH:19]=1.C(N(CC)CC)C.[F:44][C:45]([F:55])([F:54])[C:46]1[CH:51]=[CH:50][C:49]([CH2:52][NH2:53])=[CH:48][CH:47]=1, predict the reaction product. The product is: [F:36][C:35]1[CH:34]=[CH:33][C:16]([O:17][C:18]2[N:23]=[C:22]3[S:24][C:25]([NH:27][C:28]([CH:30]4[CH2:32][CH2:31]4)=[O:29])=[N:26][C:21]3=[CH:20][CH:19]=2)=[CH:15][C:14]=1[NH:13][C:1](=[O:12])[NH:53][CH2:52][C:49]1[CH:48]=[CH:47][C:46]([C:45]([F:44])([F:54])[F:55])=[CH:51][CH:50]=1. (9) Given the reactants CO[CH:3](OC)[C:4](=[N:7][OH:8])[C:5]#[N:6].Cl.[Cl:12][C:13]1[CH:18]=[CH:17][C:16]([NH:19][NH2:20])=[CH:15][CH:14]=1.Cl.N, predict the reaction product. The product is: [NH2:6][C:5]1[N:19]([C:16]2[CH:17]=[CH:18][C:13]([Cl:12])=[CH:14][CH:15]=2)[N:20]=[CH:3][C:4]=1[N:7]=[O:8].